From a dataset of Forward reaction prediction with 1.9M reactions from USPTO patents (1976-2016). Predict the product of the given reaction. (1) The product is: [CH2:18]([O:17][C:15](=[O:16])[CH2:14][S:13][CH:2]1[CH2:5][N:4]([C:6]([O:8][C:9]([CH3:12])([CH3:11])[CH3:10])=[O:7])[CH2:3]1)[CH3:19]. Given the reactants I[CH:2]1[CH2:5][N:4]([C:6]([O:8][C:9]([CH3:12])([CH3:11])[CH3:10])=[O:7])[CH2:3]1.[SH:13][CH2:14][C:15]([O:17][CH2:18][CH3:19])=[O:16].C([O-])([O-])=O.[K+].[K+], predict the reaction product. (2) Given the reactants [Br:1][C:2]1[NH:3][C:4]([Br:10])=[C:5]([N+:7]([O-:9])=[O:8])[N:6]=1.CS(O)(=O)=O.[CH3:16][CH2:17][O:18][CH2:19]OCC, predict the reaction product. The product is: [CH2:17]([O:18][CH2:19][N:3]1[C:4]([Br:10])=[C:5]([N+:7]([O-:9])=[O:8])[N:6]=[C:2]1[Br:1])[CH3:16]. (3) Given the reactants [OH:1][C@H:2]([C:18]1[CH:23]=[CH:22][CH:21]=[CH:20][CH:19]=1)[CH2:3][CH2:4][CH2:5][CH2:6][N:7]1[C:15](=[O:16])[C:14]2[C:9](=[CH:10][CH:11]=[CH:12][CH:13]=2)[C:8]1=[O:17].[F:24][C:25]([F:34])([F:33])[C:26]1[CH:31]=[CH:30][C:29](O)=[CH:28][CH:27]=1.C1(P(C2C=CC=CC=2)C2C=CC=CC=2)C=CC=CC=1.N(C(OCC)=O)=NC(OCC)=O.C1(C)C=CC=CC=1, predict the reaction product. The product is: [C:18]1([C@H:2]([O:1][C:29]2[CH:30]=[CH:31][C:26]([C:25]([F:34])([F:33])[F:24])=[CH:27][CH:28]=2)[CH2:3][CH2:4][CH2:5][CH2:6][N:7]2[C:8](=[O:17])[C:9]3[C:14](=[CH:13][CH:12]=[CH:11][CH:10]=3)[C:15]2=[O:16])[CH:23]=[CH:22][CH:21]=[CH:20][CH:19]=1. (4) The product is: [CH2:26]([O:25][C@H:19]([C:20]([O:22][CH2:23][CH3:24])=[O:21])[CH2:18][C:15]1[CH:16]=[CH:17][C:12]([O:11][CH2:10][C:9]([OH:28])=[O:8])=[CH:13][CH:14]=1)[CH3:27]. Given the reactants C([O:8][C:9](=[O:28])[CH2:10][O:11][C:12]1[CH:17]=[CH:16][C:15]([CH2:18][C@H:19]([O:25][CH2:26][CH3:27])[C:20]([O:22][CH2:23][CH3:24])=[O:21])=[CH:14][CH:13]=1)C1C=CC=CC=1, predict the reaction product. (5) Given the reactants [CH:1]([O:4][C:5]1[CH:6]=[CH:7][C:8]([O:11][C:12]2[CH:17]=[CH:16][CH:15]=[C:14]([CH:18]=[C:19]3[CH2:24][CH2:23][NH:22][CH2:21][CH2:20]3)[CH:13]=2)=[N:9][CH:10]=1)([CH3:3])[CH3:2].[N:25]1[CH:30]=[CH:29][CH:28]=[C:27]([NH:31][C:32](=O)[O:33]C2C=CC=CC=2)[N:26]=1.C(N(CC)CC)C, predict the reaction product. The product is: [CH:1]([O:4][C:5]1[CH:6]=[CH:7][C:8]([O:11][C:12]2[CH:13]=[C:14]([CH:15]=[CH:16][CH:17]=2)[CH:18]=[C:19]2[CH2:20][CH2:21][N:22]([C:32]([NH:31][C:27]3[N:26]=[N:25][CH:30]=[CH:29][CH:28]=3)=[O:33])[CH2:23][CH2:24]2)=[N:9][CH:10]=1)([CH3:3])[CH3:2]. (6) Given the reactants [C:1]1([C:7]2[CH:8]=[C:9]([C:16]3[O:20][N:19]=[C:18]([C:21]4[CH:22]=[C:23]5[C:27](=[CH:28][CH:29]=4)[N:26]([CH2:30][CH2:31][C:32]([O:34]CC)=[O:33])[CH:25]=[CH:24]5)[N:17]=3)[S:10][C:11]=2[C:12]([F:15])([F:14])[F:13])[CH:6]=[CH:5][CH:4]=[CH:3][CH:2]=1.[OH-].[Na+], predict the reaction product. The product is: [C:1]1([C:7]2[CH:8]=[C:9]([C:16]3[O:20][N:19]=[C:18]([C:21]4[CH:22]=[C:23]5[C:27](=[CH:28][CH:29]=4)[N:26]([CH2:30][CH2:31][C:32]([OH:34])=[O:33])[CH:25]=[CH:24]5)[N:17]=3)[S:10][C:11]=2[C:12]([F:14])([F:15])[F:13])[CH:6]=[CH:5][CH:4]=[CH:3][CH:2]=1. (7) Given the reactants [C:1]([O:5][C:6](=[O:37])[CH2:7][CH2:8][C@H:9]([NH:26]C(OCC1C=CC=CC=1)=O)[C:10]([N:12]1[CH2:17][CH2:16][N:15]([C:18]2[CH:23]=[CH:22][CH:21]=[C:20]([O:24][CH3:25])[CH:19]=2)[CH2:14][CH2:13]1)=[O:11])([CH3:4])([CH3:3])[CH3:2], predict the reaction product. The product is: [C:1]([O:5][C:6](=[O:37])[CH2:7][CH2:8][C@H:9]([NH2:26])[C:10]([N:12]1[CH2:17][CH2:16][N:15]([C:18]2[CH:23]=[CH:22][CH:21]=[C:20]([O:24][CH3:25])[CH:19]=2)[CH2:14][CH2:13]1)=[O:11])([CH3:2])([CH3:4])[CH3:3]. (8) Given the reactants [F:1][C:2]1[CH:7]=[CH:6][C:5]([O:8][CH3:9])=[CH:4][C:3]=1[C:10]1[N:15]=[C:14]([C:16]([F:19])([F:18])[F:17])[C:13]([C@H:20]([OH:23])[CH2:21][OH:22])=[CH:12][CH:11]=1.N1C=CN=C1.[C:29]([Si:33](Cl)([C:40]1[CH:45]=[CH:44][CH:43]=[CH:42][CH:41]=1)[C:34]1[CH:39]=[CH:38][CH:37]=[CH:36][CH:35]=1)([CH3:32])([CH3:31])[CH3:30], predict the reaction product. The product is: [Si:33]([O:22][CH2:21][C@H:20]([C:13]1[C:14]([C:16]([F:18])([F:19])[F:17])=[N:15][C:10]([C:3]2[CH:4]=[C:5]([O:8][CH3:9])[CH:6]=[CH:7][C:2]=2[F:1])=[CH:11][CH:12]=1)[OH:23])([C:29]([CH3:32])([CH3:31])[CH3:30])([C:40]1[CH:41]=[CH:42][CH:43]=[CH:44][CH:45]=1)[C:34]1[CH:39]=[CH:38][CH:37]=[CH:36][CH:35]=1. (9) Given the reactants [Cl:1][C:2]1[N:3]=[CH:4][C:5]2[CH2:6][CH2:7][CH2:8][C:9]3([C:15](=[O:16])[N:14]([CH3:17])[C:13](=S)[NH:12]3)[C:10]=2[CH:11]=1.C(OO)(C)(C)C.O.CO.[NH3:28], predict the reaction product. The product is: [NH2:28][C:13]1[N:14]([CH3:17])[C:15](=[O:16])[C:9]2([N:12]=1)[CH2:8][CH2:7][CH2:6][C:5]1[CH:4]=[N:3][C:2]([Cl:1])=[CH:11][C:10]2=1.